From a dataset of M1 muscarinic receptor antagonist screen with 61,756 compounds. Binary Classification. Given a drug SMILES string, predict its activity (active/inactive) in a high-throughput screening assay against a specified biological target. (1) The compound is O=c1n([nH]c(c1)c1ccccc1)c1[nH]c2c(n1)cccc2. The result is 0 (inactive). (2) The compound is Brc1cc2c(=O)n(CCCC(=O)NCCC(C)C)c(=O)[nH]c2cc1. The result is 0 (inactive). (3) The compound is o1c(c2ccccc2)cc(c1C)C(=O)N. The result is 0 (inactive). (4) The compound is S1C(Cc2nc(SCC(=O)Nc3cc(ccc3)C)n(c(=O)c12)CC)C. The result is 0 (inactive). (5) The compound is O(C1N(C(=O)c2c1cccc2)c1c(cccc1)C)C(=O)C. The result is 0 (inactive). (6) The drug is o1c(c2ccc(cc2)C)c(c(c1)C(OC)=O)C(OC)=O. The result is 0 (inactive).